Dataset: Catalyst prediction with 721,799 reactions and 888 catalyst types from USPTO. Task: Predict which catalyst facilitates the given reaction. (1) The catalyst class is: 2. Product: [CH3:1][C:2]1([CH3:22])[C:11](=[O:12])[NH:10][C:9]2[N:8]=[CH:7][C:6](/[CH:13]=[CH:14]/[C:15]([OH:17])=[O:16])=[CH:5][C:4]=2[CH2:3]1. Reactant: [CH3:1][C:2]1([CH3:22])[C:11](=[O:12])[NH:10][C:9]2[N:8]=[CH:7][C:6](/[CH:13]=[CH:14]/[C:15]([O:17]C(C)(C)C)=[O:16])=[CH:5][C:4]=2[CH2:3]1.C(O)(C(F)(F)F)=O. (2) Reactant: CN(C=O)C.[H-].[Na+].[Cl:8][C:9]1[C:18]2[C:13](=[CH:14][C:15]([O:20][CH3:21])=[C:16]([F:19])[CH:17]=2)[CH:12]=[C:11]([OH:22])[N:10]=1.[CH2:23](Br)[CH:24]=[CH2:25]. Product: [CH2:25]([O:22][C:11]1[N:10]=[C:9]([Cl:8])[C:18]2[C:13]([CH:12]=1)=[CH:14][C:15]([O:20][CH3:21])=[C:16]([F:19])[CH:17]=2)[CH:24]=[CH2:23]. The catalyst class is: 6. (3) Reactant: Cl[C:2]([O:4][CH2:5][C:6]1[CH:11]=[CH:10][CH:9]=[CH:8][CH:7]=1)=[O:3].[CH3:12][O:13][C:14]([C@@:16]12[CH2:24][N:23](CC3C=CC=CC=3)[CH2:22][C@@H:21]1[CH2:20][CH2:19][CH2:18][CH2:17]2)=[O:15]. Product: [CH3:12][O:13][C:14]([C@@:16]12[CH2:24][N:23]([C:2]([O:4][CH2:5][C:6]3[CH:11]=[CH:10][CH:9]=[CH:8][CH:7]=3)=[O:3])[CH2:22][C@@H:21]1[CH2:20][CH2:19][CH2:18][CH2:17]2)=[O:15]. The catalyst class is: 4. (4) Reactant: C1(COC(=O)[NH:10][CH2:11][CH2:12][CH2:13][C:14](=[O:39])[NH:15][C@@H:16]2[O:33][C@H:32]([CH2:34][O:35][C:36](=[O:38])[CH3:37])[C@@H:27]([O:28][C:29](=[O:31])[CH3:30])[C@H:22]([O:23][C:24](=[O:26])[CH3:25])[C@H:17]2[O:18][C:19](=[O:21])[CH3:20])C=CC=CC=1. Product: [NH2:10][CH2:11][CH2:12][CH2:13][C:14]([NH:15][C@@H:16]1[O:33][C@H:32]([CH2:34][O:35][C:36](=[O:38])[CH3:37])[C@@H:27]([O:28][C:29](=[O:31])[CH3:30])[C@H:22]([O:23][C:24](=[O:26])[CH3:25])[C@H:17]1[O:18][C:19](=[O:21])[CH3:20])=[O:39]. The catalyst class is: 403. (5) Reactant: [CH:1]1([CH:4]([C:36]2[CH:37]=[N:38][C:39]([O:42][CH3:43])=[CH:40][CH:41]=2)[O:5][C:6]2[CH:33]=[CH:32][C:9]([CH2:10][N:11]3[C:15]4=[N:16][CH:17]=[C:18]([C:20]5[CH:21]=[N:22][N:23]([CH3:25])[CH:24]=5)[CH:19]=[C:14]4[N:13]=[C:12]3[NH:26]C(=O)OCC)=[CH:8][C:7]=2[O:34][CH3:35])[CH2:3][CH2:2]1.[OH-].[K+]. Product: [CH:1]1([CH:4]([C:36]2[CH:37]=[N:38][C:39]([O:42][CH3:43])=[CH:40][CH:41]=2)[O:5][C:6]2[CH:33]=[CH:32][C:9]([CH2:10][N:11]3[C:15]4=[N:16][CH:17]=[C:18]([C:20]5[CH:21]=[N:22][N:23]([CH3:25])[CH:24]=5)[CH:19]=[C:14]4[N:13]=[C:12]3[NH2:26])=[CH:8][C:7]=2[O:34][CH3:35])[CH2:3][CH2:2]1. The catalyst class is: 729. (6) The catalyst class is: 6. Product: [CH2:22]([C@H:10]1[CH2:9][NH:8][CH2:12][C@@H:11]1[CH2:13][N:14]([CH2:30][C:31]1[CH:32]=[C:33]2[C:38](=[CH:39][CH:40]=1)[CH:37]=[C:36]([C:41]#[N:42])[CH:35]=[CH:34]2)[C:15]1[CH:20]=[CH:19][C:18]([Cl:21])=[CH:17][CH:16]=1)[C:23]1[CH:24]=[CH:25][CH:26]=[CH:27][CH:28]=1. Reactant: C(OC([N:8]1[CH2:12][C@H:11]([CH2:13][NH:14][C:15]2[CH:20]=[CH:19][C:18]([Cl:21])=[CH:17][CH:16]=2)[C@@H:10]([CH2:22][C:23]2[CH:28]=[CH:27][CH:26]=[CH:25][CH:24]=2)[CH2:9]1)=O)(C)(C)C.Br[CH2:30][C:31]1[CH:32]=[C:33]2[C:38](=[CH:39][CH:40]=1)[CH:37]=[C:36]([C:41]#[N:42])[CH:35]=[CH:34]2.CC#N.O.CC#N.